This data is from Reaction yield outcomes from USPTO patents with 853,638 reactions. The task is: Predict the reaction yield, written as a fraction of the theoretical maximum amount of product (1.0 means a 100% yield; for example, 0.34 means a 34% yield). (1) The reactants are [Br:1][C:2]1[C:11]([CH2:12]Br)=[C:10]([O:14][CH3:15])[C:9]2[C:4](=[CH:5][CH:6]=[CH:7][CH:8]=2)[C:3]=1[O:16][CH3:17].C([O-])([O-])=[O:19].[Ca+2]. The catalyst is COCCOC.O. The product is [Br:1][C:2]1[C:11]([CH2:12][OH:19])=[C:10]([O:14][CH3:15])[C:9]2[C:4](=[CH:5][CH:6]=[CH:7][CH:8]=2)[C:3]=1[O:16][CH3:17]. The yield is 1.05. (2) The reactants are O[CH2:2][C:3]1[S:7][C:6]([C:8]2[CH:15]=[CH:14][CH:13]=[CH:12][C:9]=2[C:10]#[N:11])=[CH:5][CH:4]=1.[Br-:16].[Br-].[Br-].P. The catalyst is C1(C)C=CC=CC=1. The product is [Br:16][CH2:2][C:3]1[S:7][C:6]([C:8]2[CH:15]=[CH:14][CH:13]=[CH:12][C:9]=2[C:10]#[N:11])=[CH:5][CH:4]=1. The yield is 0.950. (3) The reactants are [CH3:1][OH:2].[H-].[Na+].[Cl:5][C:6]1[CH:11]=[C:10]([N+:12]([O-:14])=[O:13])[C:9]([S:15][CH3:16])=[CH:8][C:7]=1Cl. The catalyst is CN(C=O)C.O. The product is [Cl:5][C:6]1[CH:11]=[C:10]([N+:12]([O-:14])=[O:13])[C:9]([S:15][CH3:16])=[CH:8][C:7]=1[O:2][CH3:1]. The yield is 0.0900. (4) The reactants are C(O)(C(F)(F)F)=O.C(OC([NH:15][C:16]1[CH:21]=[CH:20][C:19]([C:22]2[CH2:26][N:25](C(OC(C)(C)C)=O)[C:24](=[O:34])[CH:23]=2)=[CH:18][C:17]=1[O:35][CH3:36])=O)(C)(C)C. The catalyst is ClCCl. The product is [NH2:15][C:16]1[CH:21]=[CH:20][C:19]([C:22]2[CH2:26][NH:25][C:24](=[O:34])[CH:23]=2)=[CH:18][C:17]=1[O:35][CH3:36]. The yield is 0.920. (5) The product is [CH3:1][O:2][C:3]1[CH:4]=[CH:5][C:6]([N+:12]([O-:14])=[O:13])=[C:7]([CH:11]=1)[C:8]#[N:10]. The yield is 0.920. The catalyst is C(Cl)Cl. The reactants are [CH3:1][O:2][C:3]1[CH:4]=[CH:5][C:6]([N+:12]([O-:14])=[O:13])=[C:7]([CH:11]=1)[C:8]([NH2:10])=O.FC(F)(F)C(OC(=O)C(F)(F)F)=O.C(N(CC)CC)C. (6) The product is [C:1]([O:5][C:6]([N:8]1[CH2:9][CH2:10][CH:11]([C:14]2[CH:19]=[CH:18][C:17]([NH2:20])=[C:16]([Br:21])[N:15]=2)[CH2:12][CH2:13]1)=[O:7])([CH3:4])([CH3:2])[CH3:3]. The reactants are [C:1]([O:5][C:6]([N:8]1[CH2:13][CH2:12][CH:11]([C:14]2[CH:19]=[CH:18][C:17]([NH2:20])=[CH:16][N:15]=2)[CH2:10][CH2:9]1)=[O:7])([CH3:4])([CH3:3])[CH3:2].[Br:21]N1C(=O)CCC1=O. The catalyst is C(Cl)Cl. The yield is 0.740.